From a dataset of Forward reaction prediction with 1.9M reactions from USPTO patents (1976-2016). Predict the product of the given reaction. (1) Given the reactants [NH2:1][C:2]1[CH:14]=[CH:13][C:5]2[N:6]([CH3:12])[C:7](=[O:11])[CH2:8][CH2:9][CH2:10][C:4]=2[CH:3]=1.Cl[C:16]1[N:21]=[C:20]([NH:22][C:23]2[CH:28]=[CH:27][CH:26]=[CH:25][C:24]=2[S:29]([NH:32][CH3:33])(=[O:31])=[O:30])[C:19]([Cl:34])=[CH:18][N:17]=1.Cl.O1CCOCC1, predict the reaction product. The product is: [Cl:34][C:19]1[C:20]([NH:22][C:23]2[CH:28]=[CH:27][CH:26]=[CH:25][C:24]=2[S:29]([NH:32][CH3:33])(=[O:31])=[O:30])=[N:21][C:16]([NH:1][C:2]2[CH:14]=[CH:13][C:5]3[N:6]([CH3:12])[C:7](=[O:11])[CH2:8][CH2:9][CH2:10][C:4]=3[CH:3]=2)=[N:17][CH:18]=1. (2) The product is: [CH3:1][O:2][CH2:3][C:4]1[C:8]([C:9]2[CH:10]=[CH:11][C:12]([CH3:35])=[CH:13][CH:14]=2)=[C:7]2[NH:17][C:28](=[O:29])[CH:27]=[C:26]([C:22]3[CH:23]=[CH:24][CH:25]=[C:20]([C:19]([F:33])([F:34])[F:18])[CH:21]=3)[N:6]2[N:5]=1. Given the reactants [CH3:1][O:2][CH2:3][C:4]1[C:8]([C:9]2[CH:14]=[CH:13][C:12](OC)=[CH:11][CH:10]=2)=[C:7]([NH2:17])[NH:6][N:5]=1.[F:18][C:19]([F:34])([F:33])[C:20]1[CH:21]=[C:22]([CH2:26][C:27](=O)[C:28](OC)=[O:29])[CH:23]=[CH:24][CH:25]=1.[C:35](OCC)(=O)C, predict the reaction product. (3) Given the reactants [F:1][C:2]1[C:7]2[N:8]=[C:9]([CH2:11][C:12]3[C:20]4[C:15](=[CH:16][CH:17]=[CH:18][CH:19]=4)[N:14]([CH2:21][C:22]([O:24]CC)=[O:23])[CH:13]=3)[S:10][C:6]=2[C:5]([F:27])=[CH:4][C:3]=1[F:28].[OH-].[Na+].Cl, predict the reaction product. The product is: [F:1][C:2]1[C:7]2[N:8]=[C:9]([CH2:11][C:12]3[C:20]4[C:15](=[CH:16][CH:17]=[CH:18][CH:19]=4)[N:14]([CH2:21][C:22]([OH:24])=[O:23])[CH:13]=3)[S:10][C:6]=2[C:5]([F:27])=[CH:4][C:3]=1[F:28].